From a dataset of Full USPTO retrosynthesis dataset with 1.9M reactions from patents (1976-2016). Predict the reactants needed to synthesize the given product. (1) Given the product [Cl:1][C:2]1[C:3]([F:13])=[CH:4][C:5]([O:12][CH2:15][CH2:16][CH2:17][CH2:18][CH2:19][NH:20][C:21](=[O:27])[O:22][C:23]([CH3:26])([CH3:25])[CH3:24])=[C:6]([CH2:7][OH:9])[CH:11]=1, predict the reactants needed to synthesize it. The reactants are: [Cl:1][C:2]1[C:3]([F:13])=[CH:4][C:5]([OH:12])=[C:6]([CH:11]=1)[C:7]([O:9]C)=O.O[CH2:15][CH2:16][CH2:17][CH2:18][CH2:19][NH:20][C:21](=[O:27])[O:22][C:23]([CH3:26])([CH3:25])[CH3:24]. (2) Given the product [O:46]1[CH2:51][CH2:50][CH:9]([N:11]2[CH2:12][CH2:13][C:14]3([CH:16]([C:17]([N:31]4[CH2:32][CH2:33][N:28]([CH:25]5[CH2:26][CH2:27][O:22][CH2:23][CH2:24]5)[CH2:29][CH2:30]4)=[O:19])[CH2:15]3)[CH2:20][CH2:21]2)[CH2:48][CH2:47]1, predict the reactants needed to synthesize it. The reactants are: C(O[C:9]([N:11]1[CH2:21][CH2:20][C:14]2([CH:16]([C:17]([OH:19])=O)[CH2:15]2)[CH2:13][CH2:12]1)=O)C1C=CC=CC=1.[O:22]1[CH2:27][CH2:26][CH:25]([N:28]2[CH2:33][CH2:32][NH:31][CH2:30][CH2:29]2)[CH2:24][CH2:23]1.Cl.Cl.C1(N2CCNCC2)CCC1.[O:46]1[CH2:51][CH2:50]C(=O)[CH2:48][CH2:47]1. (3) Given the product [CH3:51][O:52][C:53](=[O:61])[C:54]1[CH:59]=[CH:58][CH:57]=[C:56]([N:47]2[CH2:48][CH2:49][C:44]3([O:50][CH2:41][CH2:42][O:43]3)[CH2:45][CH2:46]2)[CH:55]=1, predict the reactants needed to synthesize it. The reactants are: CC(C1C=C(C(C)C)C(C2C=CC=CC=2P(C2CCCCC2)C2CCCCC2)=C(C(C)C)C=1)C.C(=O)([O-])[O-].[Cs+].[Cs+].[CH2:41]1[O:50][C:44]2([CH2:49][CH2:48][NH:47][CH2:46][CH2:45]2)[O:43][CH2:42]1.[CH3:51][O:52][C:53](=[O:61])[C:54]1[CH:59]=[CH:58][CH:57]=[C:56](Br)[CH:55]=1. (4) Given the product [Cl:1][C:2]1[CH:7]=[CH:6][C:5]([C:8]2([O:28][CH2:32][C:31]([CH3:35])([CH3:33])[CH2:30][OH:29])[C:16]3[C:11](=[CH:12][CH:13]=[CH:14][CH:15]=3)[C:10](=[O:17])[N:9]2[CH2:18][C:19]2[CH:24]=[CH:23][C:22]([N+:25]([O-:27])=[O:26])=[CH:21][CH:20]=2)=[CH:4][CH:3]=1, predict the reactants needed to synthesize it. The reactants are: [Cl:1][C:2]1[CH:7]=[CH:6][C:5]([C:8]2([OH:28])[C:16]3[C:11](=[CH:12][CH:13]=[CH:14][CH:15]=3)[C:10](=[O:17])[N:9]2[CH2:18][C:19]2[CH:24]=[CH:23][C:22]([N+:25]([O-:27])=[O:26])=[CH:21][CH:20]=2)=[CH:4][CH:3]=1.[OH:29][CH2:30][C:31]([CH3:35])([CH2:33]O)[CH3:32]. (5) The reactants are: [Cl:1][C:2]1[N:7]=[C:6](Cl)[C:5]([C:9]([NH2:11])=[O:10])=[CH:4][N:3]=1.C1COCC1.[O:17]([C:24]1[CH:29]=[CH:28][C:27]([OH:30])=[CH:26][CH:25]=1)[C:18]1[CH:23]=[CH:22][CH:21]=[CH:20][CH:19]=1.[H-].[Na+]. Given the product [Cl:1][C:2]1[N:7]=[C:6]([O:30][C:27]2[CH:26]=[CH:25][C:24]([O:17][C:18]3[CH:23]=[CH:22][CH:21]=[CH:20][CH:19]=3)=[CH:29][CH:28]=2)[C:5]([C:9]([NH2:11])=[O:10])=[CH:4][N:3]=1, predict the reactants needed to synthesize it. (6) Given the product [CH2:37]([O:29][C:28](=[O:30])[C:27]1[CH:31]=[CH:32][C:24]([NH:23][C:21]([C:18]2[CH:19]=[C:20]3[C:15]([CH2:14][CH2:13][N:12]3[S:9]([C:4]3[CH:5]=[CH:6][C:7]([Cl:8])=[C:2]([Cl:1])[CH:3]=3)(=[O:10])=[O:11])=[C:16]([O:34][CH3:35])[CH:17]=2)=[O:22])=[CH:25][C:26]=1[F:33])[CH3:42], predict the reactants needed to synthesize it. The reactants are: [Cl:1][C:2]1[CH:3]=[C:4]([S:9]([N:12]2[C:20]3[C:15](=[C:16]([O:34][CH3:35])[CH:17]=[C:18]([C:21]([NH:23][C:24]4[CH:32]=[CH:31][C:27]([C:28]([OH:30])=[O:29])=[C:26]([F:33])[CH:25]=4)=[O:22])[CH:19]=3)[CH2:14][CH2:13]2)(=[O:11])=[O:10])[CH:5]=[CH:6][C:7]=1[Cl:8].Cl[C:37]1C=C(S(Cl)(=O)=O)C=C[C:42]=1Cl.